From a dataset of Catalyst prediction with 721,799 reactions and 888 catalyst types from USPTO. Predict which catalyst facilitates the given reaction. (1) Reactant: [F:1][C:2]1[CH:3]=[C:4]([C@:15]([NH:30][S@@](C(C)(C)C)=O)([C:23]2[CH:28]=[CH:27][C:26]([F:29])=[CH:25][CH:24]=2)[CH2:16][C:17]2[CH:22]=[CH:21][CH:20]=[CH:19][CH:18]=2)[CH:5]=[C:6]([O:8][C:9]([F:14])([F:13])[CH:10]([F:12])[F:11])[CH:7]=1.CO. Product: [F:1][C:2]1[CH:3]=[C:4]([C@@:15]([C:23]2[CH:28]=[CH:27][C:26]([F:29])=[CH:25][CH:24]=2)([NH2:30])[CH2:16][C:17]2[CH:22]=[CH:21][CH:20]=[CH:19][CH:18]=2)[CH:5]=[C:6]([O:8][C:9]([F:14])([F:13])[CH:10]([F:12])[F:11])[CH:7]=1. The catalyst class is: 89. (2) Reactant: [CH2:1]([O:8][C:9]1[CH:14]=[CH:13][C:12]([CH2:15][C:16](OC)=[O:17])=[CH:11][CH:10]=1)[C:2]1[CH:7]=[CH:6][CH:5]=[CH:4][CH:3]=1. Product: [CH2:1]([O:8][C:9]1[CH:10]=[CH:11][C:12]([CH2:15][CH2:16][OH:17])=[CH:13][CH:14]=1)[C:2]1[CH:3]=[CH:4][CH:5]=[CH:6][CH:7]=1. The catalyst class is: 49.